From a dataset of Full USPTO retrosynthesis dataset with 1.9M reactions from patents (1976-2016). Predict the reactants needed to synthesize the given product. (1) Given the product [Br:1][C:2]1[CH:3]=[N:4][C:5]2[N:6]([N:8]=[C:9]([C:11]([N:25]3[CH2:24][CH2:23][C:22]4[C:27](=[C:18]([S:15]([CH3:14])(=[O:16])=[O:17])[CH:19]=[CH:20][CH:21]=4)[CH:26]3[CH3:28])=[O:13])[CH:10]=2)[CH:7]=1, predict the reactants needed to synthesize it. The reactants are: [Br:1][C:2]1[CH:3]=[N:4][C:5]2[N:6]([N:8]=[C:9]([C:11]([OH:13])=O)[CH:10]=2)[CH:7]=1.[CH3:14][S:15]([C:18]1[CH:19]=[CH:20][CH:21]=[C:22]2[C:27]=1[CH:26]([CH3:28])[NH:25][CH2:24][CH2:23]2)(=[O:17])=[O:16]. (2) Given the product [Cl:1][C:2]1[CH:23]=[C:22]([Cl:24])[CH:21]=[CH:20][C:3]=1[O:4][CH2:5][C:6]1[CH:7]=[C:8]([CH2:16][CH2:17][CH2:18][O:19][C:29]2[CH:30]=[C:31]([CH2:32][CH2:33][C:34]([OH:36])=[O:35])[N:27]([CH2:25][CH3:26])[N:28]=2)[CH:9]=[C:10]([O:12][CH:13]([CH3:15])[CH3:14])[CH:11]=1, predict the reactants needed to synthesize it. The reactants are: [Cl:1][C:2]1[CH:23]=[C:22]([Cl:24])[CH:21]=[CH:20][C:3]=1[O:4][CH2:5][C:6]1[CH:7]=[C:8]([CH2:16][CH2:17][CH2:18][OH:19])[CH:9]=[C:10]([O:12][CH:13]([CH3:15])[CH3:14])[CH:11]=1.[CH2:25]([N:27]1[C:31]([CH2:32][CH2:33][C:34]([O:36]CC)=[O:35])=[CH:30][C:29](O)=[N:28]1)[CH3:26].C(P(CCCC)CCCC)CCC.N(C(N1CCCCC1)=O)=NC(N1CCCCC1)=O.O1CCCC1CCO.[OH-].[Na+].Cl. (3) Given the product [CH3:26][C:25]1([CH3:27])[NH:19][C:20](=[O:21])[N:22]([C:28]2[CH:33]=[CH:32][C:31]([C:34]#[N:35])=[C:30]([C:36]([F:38])([F:37])[F:39])[CH:29]=2)[C:23]1=[O:24], predict the reactants needed to synthesize it. The reactants are: CCCC(OC1C=CC(COCC#CC[N:19]2[C:25]([CH3:27])([CH3:26])[C:23](=[O:24])[N:22]([C:28]3[CH:33]=[CH:32][C:31]([C:34]#[N:35])=[C:30]([C:36]([F:39])([F:38])[F:37])[CH:29]=3)[C:20]2=[O:21])=CC=1C(NCN[C@@H]1[C@H](O)[C@H](C)OC(OC2C3C(=C(O)C4C(=O)C5C=CC=C(OC)C=5C(=O)C=4C=3O)C[C@@](O)(C(CO)=O)C2)C1)=O)=O.FC1C=CC(C#N)=C(C(F)(F)F)C=1.N1CC(=O)NC1=O.C(=O)([O-])[O-].[K+].[K+]. (4) Given the product [C:1]([C:3]1[C:4]([N:22]2[CH2:27][CH2:26][CH:25]([C:28](=[O:30])[NH:44][S:41]([CH2:40][C:37]3[CH:36]=[CH:35][C:34]([S:33][C:32]([F:31])([F:46])[F:45])=[CH:39][CH:38]=3)(=[O:42])=[O:43])[CH2:24][CH2:23]2)=[N:5][C:6]([CH2:14][N:15]2[CH2:20][CH2:19][CH2:18][CH2:17][C:16]2=[O:21])=[C:7]([CH:8]=1)[C:9]([O:11][CH2:12][CH3:13])=[O:10])#[N:2], predict the reactants needed to synthesize it. The reactants are: [C:1]([C:3]1[C:4]([N:22]2[CH2:27][CH2:26][CH:25]([C:28]([OH:30])=O)[CH2:24][CH2:23]2)=[N:5][C:6]([CH2:14][N:15]2[CH2:20][CH2:19][CH2:18][CH2:17][C:16]2=[O:21])=[C:7]([C:9]([O:11][CH2:12][CH3:13])=[O:10])[CH:8]=1)#[N:2].[F:31][C:32]([F:46])([F:45])[S:33][C:34]1[CH:39]=[CH:38][C:37]([CH2:40][S:41]([NH2:44])(=[O:43])=[O:42])=[CH:36][CH:35]=1.